This data is from Catalyst prediction with 721,799 reactions and 888 catalyst types from USPTO. The task is: Predict which catalyst facilitates the given reaction. (1) Reactant: [F:1][C:2]1[CH:3]=[CH:4][C:5]2[N:6]([C:8](=[S:11])[NH:9][CH:10]=2)[CH:7]=1.[CH3:12][O-].[Na+].CI. Product: [F:1][C:2]1[CH:3]=[CH:4][C:5]2[N:6]([C:8]([S:11][CH3:12])=[N:9][CH:10]=2)[CH:7]=1. The catalyst class is: 5. (2) The catalyst class is: 11. Product: [Cl:1][C:2]1[N:3]=[C:4]([CH3:13])[C:5]([C:9]([O:11][CH3:12])=[O:10])=[N:6][C:7]=1[Cl:14]. Reactant: [Cl:1][C:2]1[N:3]=[C:4]([CH3:13])[C:5]([C:9]([O:11][CH3:12])=[O:10])=[N+:6]([O-])[CH:7]=1.[Cl:14]C1N=C(C(OC)=O)C(C)=[N+]([O-])C=1.P(Cl)(Cl)(Cl)=O.CN(C=O)C. (3) Product: [N:18]1[NH:25][N:26]=[N:27][C:17]=1[C:15]1[S:16][C:12]([N:9]2[CH2:10][CH2:11][CH:6]([O:5][C:4]3[CH:19]=[CH:20][CH:21]=[CH:22][C:3]=3[C:2]([F:1])([F:23])[F:24])[CH2:7][CH2:8]2)=[N:13][N:14]=1. Reactant: [F:1][C:2]([F:24])([F:23])[C:3]1[CH:22]=[CH:21][CH:20]=[CH:19][C:4]=1[O:5][CH:6]1[CH2:11][CH2:10][N:9]([C:12]2[S:16][C:15]([C:17]#[N:18])=[N:14][N:13]=2)[CH2:8][CH2:7]1.[N-:25]=[N+:26]=[N-:27].[Na+].Cl.[NH+]1C=CC=CC=1.Cl. The catalyst class is: 37. (4) Reactant: [CH:1]1([N:4]2[CH2:10][CH2:9][CH2:8][C:7]3[CH:11]=[CH:12][C:13]([NH:15]C(=O)OCC4C=CC=CC=4)=[CH:14][C:6]=3[CH2:5]2)[CH2:3][CH2:2]1. Product: [CH:1]1([N:4]2[CH2:10][CH2:9][CH2:8][C:7]3[CH:11]=[CH:12][C:13]([NH2:15])=[CH:14][C:6]=3[CH2:5]2)[CH2:3][CH2:2]1. The catalyst class is: 19. (5) Reactant: [Li]CCCC.C(NC(C)C)(C)C.[CH3:13][C:14]1[N:22]=[CH:21][CH:20]=[CH:19][C:15]=1[C:16]([OH:18])=[O:17].Br[CH2:24][CH2:25][CH2:26][C:27]1[CH:32]=[CH:31][C:30]([F:33])=[CH:29][CH:28]=1.Cl. Product: [F:33][C:30]1[CH:31]=[CH:32][C:27]([CH2:26][CH2:25][CH2:24][CH2:13][C:14]2[N:22]=[CH:21][CH:20]=[CH:19][C:15]=2[C:16]([OH:18])=[O:17])=[CH:28][CH:29]=1. The catalyst class is: 20. (6) Reactant: [NH:1]1[CH2:4][CH:3]([C:5]2[CH:6]=[C:7]3[S:13][C:12]([NH:14][C:15]([O:17][C:18]([CH3:21])([CH3:20])[CH3:19])=[O:16])=[C:11]([C:22]([O:24][CH3:25])=[O:23])[C:8]3=[N:9][CH:10]=2)[CH2:2]1.C=O.[C:28](O[BH-](OC(=O)C)OC(=O)C)(=O)C.[Na+]. Product: [C:18]([O:17][C:15]([NH:14][C:12]1[S:13][C:7]2[C:8](=[N:9][CH:10]=[C:5]([CH:3]3[CH2:4][N:1]([CH3:28])[CH2:2]3)[CH:6]=2)[C:11]=1[C:22]([O:24][CH3:25])=[O:23])=[O:16])([CH3:21])([CH3:20])[CH3:19]. The catalyst class is: 1. (7) Reactant: [Cl-].COC[P+](C1C=CC=CC=1)(C1C=CC=CC=1)C1C=CC=CC=1.[CH2:24]([O:26][CH2:27][CH3:28])C.C(O[K])(C)(C)C.[Br:35][C:36]1[C:45]2[C:40](=[CH:41][CH:42]=[CH:43][CH:44]=2)[C:39]([C:46]2[CH:51]=[CH:50][C:49]([Cl:52])=[CH:48][C:47]=2C=O)=[CH:38][CH:37]=1. Product: [Br:35][C:36]1[C:45]2[C:40](=[CH:41][CH:42]=[CH:43][CH:44]=2)[C:39]([C:46]2[CH:47]=[CH:48][C:49]([Cl:52])=[CH:50][C:51]=2[CH:28]=[CH:27][O:26][CH3:24])=[CH:38][CH:37]=1. The catalyst class is: 20.